This data is from Forward reaction prediction with 1.9M reactions from USPTO patents (1976-2016). The task is: Predict the product of the given reaction. The product is: [OH:2][NH:3][C:4]([C:6]1[CH:30]=[CH:29][C:9]2[C:10]3[CH:16]=[CH:15][C:14]([S:17]([NH:20][C@@H:21]([CH:26]([CH3:28])[CH3:27])[C:22]([OH:24])=[O:23])(=[O:19])=[O:18])=[CH:13][C:11]=3[O:12][C:8]=2[CH:7]=1)=[NH:5]. Given the reactants Cl.[OH:2][NH:3][C:4]([C:6]1[CH:30]=[CH:29][C:9]2[C:10]3[CH:16]=[CH:15][C:14]([S:17]([NH:20][C@@H:21]([CH:26]([CH3:28])[CH3:27])[C:22]([O:24]C)=[O:23])(=[O:19])=[O:18])=[CH:13][C:11]=3[O:12][C:8]=2[CH:7]=1)=[NH:5], predict the reaction product.